This data is from Forward reaction prediction with 1.9M reactions from USPTO patents (1976-2016). The task is: Predict the product of the given reaction. (1) Given the reactants C[O-].[Na+].Cl.[CH:5]1([C:8]([NH2:10])=[NH:9])[CH2:7][CH2:6]1.C([O:13][C:14](=O)[CH2:15][C:16](=O)[C:17]([F:20])([F:19])[F:18])C, predict the reaction product. The product is: [CH:5]1([C:8]2[N:10]=[C:14]([OH:13])[CH:15]=[C:16]([C:17]([F:20])([F:19])[F:18])[N:9]=2)[CH2:7][CH2:6]1. (2) Given the reactants [Br:1][C:2]1[CH:3]=[C:4]([CH:9]=[CH:10][C:11](Cl)=[O:12])[CH:5]=[CH:6][C:7]=1[F:8].Cl.[CH3:15][NH:16][O:17][CH3:18].N1C=CC=CC=1, predict the reaction product. The product is: [Br:1][C:2]1[CH:3]=[C:4]([CH:9]=[CH:10][C:11]([N:16]([O:17][CH3:18])[CH3:15])=[O:12])[CH:5]=[CH:6][C:7]=1[F:8]. (3) Given the reactants Cl[C:2]1[N:3]=[N:4][C:5]([Cl:8])=[CH:6][CH:7]=1.C([O-])([O-])=O.[Na+].[Na+].[Cl:15][C:16]1[CH:21]=[CH:20][C:19](OB(O)O)=[CH:18][CH:17]=1.O, predict the reaction product. The product is: [Cl:8][C:5]1[N:4]=[N:3][C:2]([C:19]2[CH:20]=[CH:21][C:16]([Cl:15])=[CH:17][CH:18]=2)=[CH:7][CH:6]=1. (4) Given the reactants [Br:1][C:2]1[C:3]([F:11])=[C:4]([CH:8]=[CH:9][CH:10]=1)C(O)=O.C([N:14](CC)CC)C.C1(P(N=[N+]=[N-])(C2C=CC=CC=2)=O)C=CC=CC=1.CCCCCC, predict the reaction product. The product is: [Br:1][C:2]1[C:3]([F:11])=[C:4]([CH:8]=[CH:9][CH:10]=1)[NH2:14]. (5) Given the reactants [CH2:1]([O:8][C:9]1[CH:14]=[CH:13][C:12]([C:15](=[O:31])[C@H:16]([N:18]2[CH2:23][CH2:22][C:21]([OH:30])([C:24]3[CH:29]=[CH:28][CH:27]=[CH:26][CH:25]=3)[CH2:20][CH2:19]2)[CH3:17])=[CH:11][CH:10]=1)[C:2]1[CH:7]=[CH:6][CH:5]=[CH:4][CH:3]=1, predict the reaction product. The product is: [CH2:1]([O:8][C:9]1[CH:14]=[CH:13][C:12]([C:15](=[O:31])[C@@H:16]([N:18]2[CH2:23][CH2:22][C:21]([OH:30])([C:24]3[CH:29]=[CH:28][CH:27]=[CH:26][CH:25]=3)[CH2:20][CH2:19]2)[CH3:17])=[CH:11][CH:10]=1)[C:2]1[CH:3]=[CH:4][CH:5]=[CH:6][CH:7]=1. (6) The product is: [ClH:16].[NH:4]1[CH2:5][CH2:6][CH2:7][CH2:8][C@@H:3]1[CH2:2][NH2:1]. Given the reactants [NH2:1][CH2:2][C@H:3]1[CH2:8][CH2:7][CH2:6][CH2:5][N:4]1C(OC(C)(C)C)=O.[ClH:16], predict the reaction product. (7) Given the reactants [Cl:1][C:2]1[N:10]=[C:9]2[C:5]([N:6]=[C:7]([CH2:12][N:13]3[CH2:18][CH2:17][NH:16][CH2:15][C:14]3([CH3:20])[CH3:19])[N:8]2[CH3:11])=[C:4]([N:21]2[CH2:26][CH2:25][O:24][CH2:23][CH2:22]2)[N:3]=1.[O:27]1[CH2:30][C:29](=O)[CH2:28]1.C(O[BH-](OC(=O)C)OC(=O)C)(=O)C.[Na+], predict the reaction product. The product is: [Cl:1][C:2]1[N:10]=[C:9]2[C:5]([N:6]=[C:7]([CH2:12][N:13]3[CH2:18][CH2:17][N:16]([CH:29]4[CH2:30][O:27][CH2:28]4)[CH2:15][C:14]3([CH3:20])[CH3:19])[N:8]2[CH3:11])=[C:4]([N:21]2[CH2:26][CH2:25][O:24][CH2:23][CH2:22]2)[N:3]=1. (8) Given the reactants [CH2:1]([O:3][C:4]([C:6]1[C:11](=[O:12])[NH:10][C:9]2[N:13]([CH:16]([CH3:18])[CH3:17])[N:14]=[CH:15][C:8]=2[C:7]=1O)=[O:5])[CH3:2].O=P(Cl)(Cl)[Cl:22].O, predict the reaction product. The product is: [CH2:1]([O:3][C:4]([C:6]1[C:11](=[O:12])[NH:10][C:9]2[N:13]([CH:16]([CH3:18])[CH3:17])[N:14]=[CH:15][C:8]=2[C:7]=1[Cl:22])=[O:5])[CH3:2].